This data is from Catalyst prediction with 721,799 reactions and 888 catalyst types from USPTO. The task is: Predict which catalyst facilitates the given reaction. (1) Reactant: [Br:1][C:2]1[CH:3]=[C:4]([C:8]2[C:12]3[C:13]([CH3:19])=[CH:14][C:15]([CH3:18])=[C:16]([CH3:17])[C:11]=3[O:10][CH:9]=2)[CH:5]=[CH:6][CH:7]=1. Product: [Br:1][C:2]1[CH:3]=[C:4]([CH:8]2[C:12]3[C:13]([CH3:19])=[CH:14][C:15]([CH3:18])=[C:16]([CH3:17])[C:11]=3[O:10][CH2:9]2)[CH:5]=[CH:6][CH:7]=1. The catalyst class is: 175. (2) Reactant: [Br:1][C:2]1[C:3]([CH3:12])=[C:4]([C:10]#[N:11])[C:5](=[O:9])[NH:6][C:7]=1[CH3:8].[BH4-].[Na+].Cl. Product: [NH2:11][CH2:10][C:4]1[C:5](=[O:9])[NH:6][C:7]([CH3:8])=[C:2]([Br:1])[C:3]=1[CH3:12]. The catalyst class is: 5. (3) Reactant: [F:1][C:2]1[CH:3]=[CH:4][C:5]([C:8](=[N:10][OH:11])[NH2:9])=[N:6][CH:7]=1.[F:12][C:13]1[CH:14]=[CH:15][C:16]2[C:22](=[O:23])[N:21]3[CH2:24][C@H:25]([C:28](Cl)=O)[CH2:26][CH2:27][C@H:20]3[CH2:19][CH2:18][C:17]=2[N:31]=1.C([O-])(O)=O.[Na+]. Product: [F:12][C:13]1[CH:14]=[CH:15][C:16]2[C:22](=[O:23])[N:21]3[CH2:24][C@@H:25]([C:28]4[O:11][N:10]=[C:8]([C:5]5[CH:4]=[CH:3][C:2]([F:1])=[CH:7][N:6]=5)[N:9]=4)[CH2:26][CH2:27][C@H:20]3[CH2:19][CH2:18][C:17]=2[N:31]=1. The catalyst class is: 76. (4) Reactant: [NH2:1][C:2]1[N:6]([C:7]2[CH:12]=[C:11]([N+:13]([O-:15])=[O:14])[CH:10]=[CH:9][C:8]=2[CH2:16][O:17]C2CCCCO2)[N:5]=[C:4]([C:24]2[CH:29]=[CH:28][C:27]([O:30][C:31]3[CH:36]=[CH:35][CH:34]=[CH:33][CH:32]=3)=[CH:26][CH:25]=2)[C:3]=1[C:37]([NH2:39])=[O:38].Cl. Product: [NH2:1][C:2]1[N:6]([C:7]2[CH:12]=[C:11]([N+:13]([O-:15])=[O:14])[CH:10]=[CH:9][C:8]=2[CH2:16][OH:17])[N:5]=[C:4]([C:24]2[CH:29]=[CH:28][C:27]([O:30][C:31]3[CH:36]=[CH:35][CH:34]=[CH:33][CH:32]=3)=[CH:26][CH:25]=2)[C:3]=1[C:37]([NH2:39])=[O:38]. The catalyst class is: 23. (5) Reactant: [Cl:1][C:2]1[N:3]=[C:4]([O:12][C@@H:13]([C@H:15]2[CH2:19][N:18]([C@@H](C3C=CC(OC)=CC=3)C)[C:17](=[O:30])[CH2:16]2)[CH3:14])[C:5]2[N:6]([N:8]=[CH:9][C:10]=2[CH3:11])[CH:7]=1. Product: [Cl:1][C:2]1[N:3]=[C:4]([O:12][C@@H:13]([C@H:15]2[CH2:19][NH:18][C:17](=[O:30])[CH2:16]2)[CH3:14])[C:5]2[N:6]([N:8]=[CH:9][C:10]=2[CH3:11])[CH:7]=1. The catalyst class is: 67.